Dataset: Experimentally validated miRNA-target interactions with 360,000+ pairs, plus equal number of negative samples. Task: Binary Classification. Given a miRNA mature sequence and a target amino acid sequence, predict their likelihood of interaction. (1) The miRNA is hsa-miR-4507 with sequence CUGGGUUGGGCUGGGCUGGG. The protein sequence of the target gene is MKDRLQELKQRTKEIELSRDSHVSTTETEEQGVFLQQAVIYEREPVAERHLHEIQKLQESINNLADNVQKFGQQQKSLVASMRRFSLLKRESTITKEIKIQAEYINRSLNDLVKEVKKSEVENGPSSVVTRILKSQHAAMFRHFQQIMFIYNDTIAAKQEKCKTFILRQLEVAGKEMSEEDVNDMLHQGKWEVFNESLLTEINITKAQLSEIEQRHKELVNLENQIKDLRDLFIQISLLVEEQGESINNIEMTVNSTKEYVNNTKEKFGLAVKYKKRNPCRVLCCWCCPCCSSK. Result: 0 (no interaction). (2) The miRNA is hsa-miR-214-3p with sequence ACAGCAGGCACAGACAGGCAGU. The protein sequence of the target gene is MASIVEGPLSKWTNVMKGWQYRWFVLDYNAGLLSYYTSKDKMMRGSRRGCVRLRGAVIGIDDEDDSTFTITVDQKTFHFQARDADEREKWIHALEETILRHTLQLQGLDSGFIPSVQDFDKKLTEADAYLQILIEQLKLFDDKLQNCKDDEQRKKVETLKDTTNSMVESIKHCIVLLQIAKDQSNAEQHADGIISTINPVDAIYQPSPLEPVISTMPSQTALPPEPAQLCKSEQRPSSLPVGPVLATLGHHQTPTPNSTGSGNSPPSSSLTPPSHVNLSPNTVPEFSYSSSEDEFYDADE.... Result: 0 (no interaction). (3) The miRNA is hsa-miR-1914-5p with sequence CCCUGUGCCCGGCCCACUUCUG. The protein sequence of the target gene is MLWALWPRWLADKMLPLLGAVLLQKREKRGPLWRHWRRETYPYYDLQVKVLRATNIRGTDLLSKADCYVQLWLPTASPSPAQTRIVANCSDPEWNETFHYQIHGAVKNVLELTLYDKDILGSDQLSLLLFDLRSLKCGQPHKHTFPLNHQDSQELQVEFVLEKSQVPASEVITNGVLVAHPCLRIQGTLRGDGTAPREEYGSRQLQLAVPGAYEKPQLLPLQPPTEPGLPPTFTFHVNPVLSSRLHVELMELLAAVQSGPSAELEAQTSKLGEGGILLSSLPLGQEEQCSVALGEGQEVA.... Result: 0 (no interaction).